From a dataset of Forward reaction prediction with 1.9M reactions from USPTO patents (1976-2016). Predict the product of the given reaction. (1) The product is: [C:2]1([C:1]2[S:8][S:14][C:12](=[S:13])[N:9]=2)[CH:7]=[CH:6][CH:5]=[CH:4][CH:3]=1. Given the reactants [C:1]([NH2:9])(=[S:8])[C:2]1[CH:7]=[CH:6][CH:5]=[CH:4][CH:3]=1.[H-].[Na+].[C:12](=[S:14])=[S:13], predict the reaction product. (2) Given the reactants [CH3:1][C:2]1[NH:3][C:4]2[CH2:5][C:6]([CH3:13])([CH3:12])[CH2:7][C:8](=[O:11])[C:9]=2[CH:10]=1.[CH:14]1([S:20]([C:23]2[CH:30]=[CH:29][CH:28]=[CH:27][C:24]=2[CH:25]=[O:26])(=[O:22])=[O:21])[CH2:19][CH2:18][CH2:17][CH2:16][CH2:15]1.[OH-].[Na+].S(=O)(O)[O-].[Na+], predict the reaction product. The product is: [CH:14]1([S:20]([C:23]2[CH:30]=[CH:29][CH:28]=[CH:27][C:24]=2[CH:25]([OH:26])[C:10]2[C:9]3[C:8](=[O:11])[CH2:7][C:6]([CH3:13])([CH3:12])[CH2:5][C:4]=3[NH:3][C:2]=2[CH3:1])(=[O:22])=[O:21])[CH2:19][CH2:18][CH2:17][CH2:16][CH2:15]1.